Dataset: Peptide-MHC class II binding affinity with 134,281 pairs from IEDB. Task: Regression. Given a peptide amino acid sequence and an MHC pseudo amino acid sequence, predict their binding affinity value. This is MHC class II binding data. (1) The MHC is DRB1_1302 with pseudo-sequence DRB1_1302. The peptide sequence is RLKSLVNDLTDKNNLLE. The binding affinity (normalized) is 0.590. (2) The peptide sequence is LALVGFLGGLITGIS. The MHC is HLA-DQA10101-DQB10501 with pseudo-sequence HLA-DQA10101-DQB10501. The binding affinity (normalized) is 0.529. (3) The peptide sequence is GELQIVDKIDAFFKI. The MHC is DRB1_1501 with pseudo-sequence DRB1_1501. The binding affinity (normalized) is 0.411.